Dataset: Forward reaction prediction with 1.9M reactions from USPTO patents (1976-2016). Task: Predict the product of the given reaction. (1) Given the reactants [Cl:1][C:2]1[N:7]=[C:6]([N:8]2[CH2:12][CH2:11][C:10]([CH3:14])([OH:13])[CH2:9]2)[C:5]([F:15])=[C:4](Cl)[N:3]=1.O.[NH2:18][NH2:19], predict the reaction product. The product is: [Cl:1][C:2]1[N:7]=[C:6]([N:8]2[CH2:12][CH2:11][C:10]([CH3:14])([OH:13])[CH2:9]2)[C:5]([F:15])=[C:4]([NH:18][NH2:19])[N:3]=1. (2) Given the reactants [Cl:1][C:2]1[CH:3]=[C:4]2[C:8](=[CH:9][CH:10]=1)[NH:7][CH:6]=[C:5]2[CH2:11][CH2:12][NH:13][C:14](=[O:23])[C:15]1[CH:20]=[CH:19][C:18]([CH2:21]Cl)=[CH:17][CH:16]=1.[F:24][C:25]1[C:30]([F:31])=[CH:29][CH:28]=[CH:27][C:26]=1B(O)O.ClCCl.C(=O)([O-])[O-].[Na+].[Na+].[I-].[Na+], predict the reaction product. The product is: [Cl:1][C:2]1[CH:3]=[C:4]2[C:8](=[CH:9][CH:10]=1)[NH:7][CH:6]=[C:5]2[CH2:11][CH2:12][NH:13][C:14](=[O:23])[C:15]1[CH:20]=[CH:19][C:18]([CH2:21][C:29]2[CH:28]=[CH:27][CH:26]=[C:25]([F:24])[C:30]=2[F:31])=[CH:17][CH:16]=1. (3) Given the reactants Br[C:2]1[N:3]=[C:4]2[C:10]([C:11]([NH:13][CH:14]([CH3:16])[CH3:15])=[O:12])=[CH:9][N:8]([CH2:17][O:18][CH2:19][CH2:20][Si:21]([CH3:24])([CH3:23])[CH3:22])[C:5]2=[N:6][CH:7]=1.[CH3:25][N:26]1[C:30]2[CH2:31][CH2:32][CH2:33][C:29]=2[C:28]([Sn](CCCC)(CCCC)CCCC)=[N:27]1, predict the reaction product. The product is: [CH:14]([NH:13][C:11]([C:10]1[C:4]2[C:5](=[N:6][CH:7]=[C:2]([C:28]3[C:29]4[CH2:33][CH2:32][CH2:31][C:30]=4[N:26]([CH3:25])[N:27]=3)[N:3]=2)[N:8]([CH2:17][O:18][CH2:19][CH2:20][Si:21]([CH3:24])([CH3:23])[CH3:22])[CH:9]=1)=[O:12])([CH3:16])[CH3:15]. (4) The product is: [CH3:12][O:13][C:14]1[CH:15]=[C:16]([CH:19]=[CH:20][CH:21]=1)[CH:17]=[C:25]1[CH2:26][CH2:27][CH2:28][C:23]1=[O:9]. Given the reactants C1(N2CC[O:9]CC2)CCCC=1.[CH3:12][O:13][C:14]1[CH:15]=[C:16]([CH:19]=[CH:20][CH:21]=1)[CH:17]=O.Cl.[CH:23]1[CH:28]=[CH:27][CH:26]=[CH:25]C=1, predict the reaction product. (5) Given the reactants [F:1][C:2]1[C:7]([F:8])=[CH:6][CH:5]=[CH:4][C:3]=1[C:9]1[N:17]=[C:12]2[CH:13]=[N:14][NH:15][CH:16]=[C:11]2[N:10]=1.[CH2:18]([C:22]1[CH:27]=[CH:26][C:25]([C:28]2[CH:32]=[C:31]([CH2:33]Cl)[O:30][N:29]=2)=[CH:24][CH:23]=1)[CH2:19][CH2:20][CH3:21], predict the reaction product. The product is: [CH2:18]([C:22]1[CH:23]=[CH:24][C:25]([C:28]2[CH:32]=[C:31]([CH2:33][N:14]3[CH:13]=[C:12]4[N:17]=[C:9]([C:3]5[CH:4]=[CH:5][CH:6]=[C:7]([F:8])[C:2]=5[F:1])[N:10]=[C:11]4[CH:16]=[N:15]3)[O:30][N:29]=2)=[CH:26][CH:27]=1)[CH2:19][CH2:20][CH3:21].